From a dataset of HIV replication inhibition screening data with 41,000+ compounds from the AIDS Antiviral Screen. Binary Classification. Given a drug SMILES string, predict its activity (active/inactive) in a high-throughput screening assay against a specified biological target. (1) The compound is c1ccc(-c2nc3nc4ccccc4nc3nc2-c2ccccn2)nc1. The result is 0 (inactive). (2) The molecule is Nc1nc(N)nc(Nc2ccc([As](=O)(O)O)cc2)n1. The result is 0 (inactive). (3) The compound is CCOC(=O)C(C#N)=Cc1ccc(Br)cc1. The result is 0 (inactive). (4) The drug is CC1(C2=CCCCC2)CCC(=O)NC1=O. The result is 0 (inactive). (5) The compound is COC(=O)c1c[nH]c2c1-c1cc(C(=O)OCc3ccccc3)n(S(=O)(=O)c3ccc(C)cc3)c1C(=O)C2=O. The result is 0 (inactive). (6) The molecule is O=C(CC(O)CCc1ccc(O)c(O)c1)OC1Cc2c(O)cc(O)cc2OC1c1ccc(O)c(O)c1. The result is 0 (inactive).